From a dataset of Reaction yield outcomes from USPTO patents with 853,638 reactions. Predict the reaction yield, written as a fraction of the theoretical maximum amount of product (1.0 means a 100% yield; for example, 0.34 means a 34% yield). (1) The reactants are C(=O)([O-])[O-].[K+].[K+].Cl[CH2:8][C:9]1[CH:14]=[CH:13][CH:12]=[CH:11][C:10]=1[CH2:15][C:16]([O:18]C)=O.[NH2:20][CH:21]1[CH2:26][CH2:25][N:24]([C:27]([O:29][C:30]([CH3:33])([CH3:32])[CH3:31])=[O:28])[CH2:23][CH2:22]1. The catalyst is C(#N)C. The product is [O:18]=[C:16]1[CH2:15][C:10]2[C:9](=[CH:14][CH:13]=[CH:12][CH:11]=2)[CH2:8][N:20]1[CH:21]1[CH2:22][CH2:23][N:24]([C:27]([O:29][C:30]([CH3:33])([CH3:32])[CH3:31])=[O:28])[CH2:25][CH2:26]1. The yield is 0.400. (2) The reactants are Cl[C:2]1[N:6]([CH2:7][C:8]2[CH:13]=[CH:12][C:11]([O:14][CH3:15])=[CH:10][CH:9]=2)[C:5]2[C:16]([Cl:25])=[CH:17][CH:18]=[C:19]([CH:20]([CH2:23][CH3:24])[CH2:21][CH3:22])[C:4]=2[N:3]=1.CN1CCCC1=O.[Cl:33][C:34]1[CH:39]=[C:38]([Cl:40])[CH:37]=[C:36]([CH3:41])[C:35]=1[OH:42].C(=O)([O-])[O-].[K+].[K+]. The catalyst is O. The product is [Cl:25][C:16]1[C:5]2[N:6]([CH2:7][C:8]3[CH:9]=[CH:10][C:11]([O:14][CH3:15])=[CH:12][CH:13]=3)[C:2]([O:42][C:35]3[C:36]([CH3:41])=[CH:37][C:38]([Cl:40])=[CH:39][C:34]=3[Cl:33])=[N:3][C:4]=2[C:19]([CH:20]([CH2:23][CH3:24])[CH2:21][CH3:22])=[CH:18][CH:17]=1. The yield is 0.930.